Dataset: Full USPTO retrosynthesis dataset with 1.9M reactions from patents (1976-2016). Task: Predict the reactants needed to synthesize the given product. (1) Given the product [Cl:12][C:10]1[CH:11]=[C:2]([NH:1][CH2:28][CH:30]2[CH2:35][CH2:34][N:33]([C:36]([O:38][C:39]([CH3:40])([CH3:42])[CH3:41])=[O:37])[CH2:32][CH2:31]2)[CH:3]=[C:4]2[C:9]=1[N:8]=[CH:7][C:6]([C:13]#[N:14])=[C:5]2[NH:15][C:16]1[CH:21]=[CH:20][C:19]([F:22])=[C:18]([Cl:23])[CH:17]=1, predict the reactants needed to synthesize it. The reactants are: [NH2:1][C:2]1[CH:3]=[C:4]2[C:9](=[C:10]([Cl:12])[CH:11]=1)[N:8]=[CH:7][C:6]([C:13]#[N:14])=[C:5]2[NH:15][C:16]1[CH:21]=[CH:20][C:19]([F:22])=[C:18]([Cl:23])[CH:17]=1.ClC(Cl)C.[CH:28]([CH:30]1[CH2:35][CH2:34][N:33]([C:36]([O:38][C:39]([CH3:42])([CH3:41])[CH3:40])=[O:37])[CH2:32][CH2:31]1)=O.C(O[BH-](OC(=O)C)OC(=O)C)(=O)C.[Na+]. (2) Given the product [N:5]1[N:6]2[CH2:17][CH2:18][CH2:19][NH:1][C:2]2=[C:3]([C:7]#[N:8])[CH:4]=1, predict the reactants needed to synthesize it. The reactants are: [NH2:1][C:2]1[NH:6][N:5]=[CH:4][C:3]=1[C:7]#[N:8].C(N(CC)CC)C.Br[CH2:17][CH2:18][CH2:19]Br. (3) Given the product [C:26]([O:30][C:31](=[O:47])[NH:32][C@@H:33]1[C@@H:37]([C:38]2[CH:43]=[C:42]([F:44])[C:41]([F:45])=[CH:40][C:39]=2[F:46])[CH2:36][N:35]([C:2]2[N:7]=[CH:6][C:5]([O:8][CH2:9][CH2:10][C@H:11]([CH:13]3[CH2:18][CH2:17][N:16]([C:19]4[O:23][N:22]=[C:21]([CH2:24][CH3:25])[N:20]=4)[CH2:15][CH2:14]3)[CH3:12])=[CH:4][N:3]=2)[CH2:34]1)([CH3:29])([CH3:27])[CH3:28], predict the reactants needed to synthesize it. The reactants are: Cl[C:2]1[N:7]=[CH:6][C:5]([O:8][CH2:9][CH2:10][C@H:11]([CH:13]2[CH2:18][CH2:17][N:16]([C:19]3[O:23][N:22]=[C:21]([CH2:24][CH3:25])[N:20]=3)[CH2:15][CH2:14]2)[CH3:12])=[CH:4][N:3]=1.[C:26]([O:30][C:31](=[O:47])[NH:32][C@@H:33]1[C@@H:37]([C:38]2[CH:43]=[C:42]([F:44])[C:41]([F:45])=[CH:40][C:39]=2[F:46])[CH2:36][NH:35][CH2:34]1)([CH3:29])([CH3:28])[CH3:27]. (4) Given the product [CH3:17][O:18][C:19](=[O:42])[C:20]1[CH:21]=[CH:22][C:23]([S:26][C:27]2[CH:32]=[CH:31][C:30]([NH:33][C:34]([O:36][C:37]([CH3:39])([CH3:38])[CH3:40])=[O:35])=[CH:29][CH:28]=2)=[C:24]([NH:2][C:1]2[C:3]3[CH:8]=[CH:7][C:6]([CH:9]([CH3:10])[CH3:11])=[N:5][C:4]=3[N:12]=[CH:13][N:14]=2)[CH:25]=1, predict the reactants needed to synthesize it. The reactants are: [C:1]([C:3]1[C:4]([N:12]=[CH:13][N:14](C)C)=[N:5][C:6]([CH:9]([CH3:11])[CH3:10])=[CH:7][CH:8]=1)#[N:2].[CH3:17][O:18][C:19](=[O:42])[C:20]1[CH:25]=[CH:24][C:23]([S:26][C:27]2[CH:32]=[CH:31][C:30]([NH:33][C:34]([O:36][C:37]([CH3:40])([CH3:39])[CH3:38])=[O:35])=[CH:29][CH:28]=2)=[C:22](N)[CH:21]=1.C(OCC)(=O)C.C([O-])([O-])=O.[K+].[K+]. (5) Given the product [Cl:39][C:36]1[CH:35]=[CH:34][C:33]([N:25]2[C:24]([CH:17]([CH:18]3[CH2:23][CH2:22][CH2:21][CH2:20][CH2:19]3)[C:16]([NH:15][C:12]3[CH:13]=[CH:14][C:9]([O:8][C:5]4([C:3]([OH:4])=[O:2])[CH2:7][CH2:6]4)=[CH:10][C:11]=3[F:41])=[O:40])=[C:32]3[C:27]([CH2:28][CH2:29][CH2:30][CH2:31]3)=[N:26]2)=[CH:38][CH:37]=1, predict the reactants needed to synthesize it. The reactants are: C[O:2][C:3]([C:5]1([O:8][C:9]2[CH:14]=[CH:13][C:12]([NH:15][C:16](=[O:40])[CH:17]([C:24]3[N:25]([C:33]4[CH:38]=[CH:37][C:36]([Cl:39])=[CH:35][CH:34]=4)[N:26]=[C:27]4[C:32]=3[CH2:31][CH2:30][CH2:29][CH2:28]4)[CH:18]3[CH2:23][CH2:22][CH2:21][CH2:20][CH2:19]3)=[C:11]([F:41])[CH:10]=2)[CH2:7][CH2:6]1)=[O:4].[OH-].[Li+]. (6) The reactants are: [CH3:1][N:2]1[CH2:6][CH2:5][C@@H:4](O)[CH2:3]1.C1(P(C2C=CC=CC=2)C2C=CC=CC=2)C=CC=CC=1.[N:27](C(OC(C)(C)C)=O)=[N:28]C(OC(C)(C)C)=O.[ClH:43]. Given the product [ClH:43].[ClH:43].[NH:27]([C@H:4]1[CH2:5][CH2:6][N:2]([CH3:1])[CH2:3]1)[NH2:28], predict the reactants needed to synthesize it. (7) Given the product [F:8][C:9]1[CH:10]=[CH:11][C:12](/[C:15](/[C:17]2[CH:18]=[N:19][C:20]([N:23]3[CH2:28][CH2:27][N:26]([C:29]4[C:34]5=[CH:35][C:36]([C:38]6[CH:39]=[N:40][N:41]([CH3:43])[CH:42]=6)=[CH:37][N:33]5[N:32]=[CH:31][N:30]=4)[CH2:25][CH2:24]3)=[N:21][CH:22]=2)=[N:7]/[S@:5]([C:2]([CH3:4])([CH3:3])[CH3:1])=[O:6])=[CH:13][CH:14]=1, predict the reactants needed to synthesize it. The reactants are: [CH3:1][C:2]([S@@:5]([NH2:7])=[O:6])([CH3:4])[CH3:3].[F:8][C:9]1[CH:14]=[CH:13][C:12]([C:15]([C:17]2[CH:18]=[N:19][C:20]([N:23]3[CH2:28][CH2:27][N:26]([C:29]4[C:34]5=[CH:35][C:36]([C:38]6[CH:39]=[N:40][N:41]([CH3:43])[CH:42]=6)=[CH:37][N:33]5[N:32]=[CH:31][N:30]=4)[CH2:25][CH2:24]3)=[N:21][CH:22]=2)=O)=[CH:11][CH:10]=1.O. (8) Given the product [CH2:1]([C:5]1[N:6]=[C:7]([CH3:27])[N:8]([CH2:35][C:36]2[C:37]([CH3:42])=[N:38][O:39][C:40]=2[CH3:41])[C:9](=[O:26])[C:10]=1[CH2:11][C:12]1[CH:17]=[CH:16][C:15]([C:18]2[C:19]([C:24]#[N:25])=[CH:20][CH:21]=[CH:22][CH:23]=2)=[CH:14][CH:13]=1)[CH2:2][CH2:3][CH3:4], predict the reactants needed to synthesize it. The reactants are: [CH2:1]([C:5]1[N:6]=[C:7]([CH3:27])[NH:8][C:9](=[O:26])[C:10]=1[CH2:11][C:12]1[CH:17]=[CH:16][C:15]([C:18]2[C:19]([C:24]#[N:25])=[CH:20][CH:21]=[CH:22][CH:23]=2)=[CH:14][CH:13]=1)[CH2:2][CH2:3][CH3:4].C(=O)([O-])[O-].[K+].[K+].Cl[CH2:35][C:36]1[C:37]([CH3:42])=[N:38][O:39][C:40]=1[CH3:41].CN(C)C=O. (9) The reactants are: [O:1]1[CH2:5][CH2:4][CH2:3][CH:2]1[C:6]([OH:8])=O.Cl.CN(C)CCCN=C=NCC.C1C=CC2N(O)N=NC=2C=1.Cl.Cl.[C:33]([C:37]1[CH:42]=[CH:41][CH:40]=[CH:39][C:38]=1[N:43]1[CH2:48][CH2:47][NH:46][CH2:45][CH2:44]1)([CH3:36])([CH3:35])[CH3:34].C(N(CC)CC)C.C(=O)([O-])O.[Na+]. Given the product [C:33]([C:37]1[CH:42]=[CH:41][CH:40]=[CH:39][C:38]=1[N:43]1[CH2:48][CH2:47][N:46]([C:6]([CH:2]2[CH2:3][CH2:4][CH2:5][O:1]2)=[O:8])[CH2:45][CH2:44]1)([CH3:36])([CH3:34])[CH3:35], predict the reactants needed to synthesize it. (10) The reactants are: [Cl:1][C:2]1[CH:3]=[C:4]([CH:9]([CH2:18][CH:19]2[CH2:23][CH2:22][C:21](=O)[CH2:20]2)[C:10]([NH:12][C:13]2[S:14][CH:15]=[CH:16][N:17]=2)=[O:11])[CH:5]=[CH:6][C:7]=1[Cl:8].Cl.[CH3:26][O:27][NH2:28]. Given the product [Cl:1][C:2]1[CH:3]=[C:4]([CH:9]([CH2:18][CH:19]2[CH2:23][CH2:22][C:21](=[N:28][O:27][CH3:26])[CH2:20]2)[C:10]([NH:12][C:13]2[S:14][CH:15]=[CH:16][N:17]=2)=[O:11])[CH:5]=[CH:6][C:7]=1[Cl:8], predict the reactants needed to synthesize it.